From a dataset of Reaction yield outcomes from USPTO patents with 853,638 reactions. Predict the reaction yield, written as a fraction of the theoretical maximum amount of product (1.0 means a 100% yield; for example, 0.34 means a 34% yield). (1) The reactants are [Cl:1][C:2]1[CH:23]=[CH:22][C:21](B2OC(C)(C)C(C)(C)O2)=[CH:20][C:3]=1[C:4]([NH:6][C:7]1[N:11]([C:12]2[CH:17]=[CH:16][CH:15]=[CH:14][CH:13]=2)[N:10]=[C:9]([C:18]#[N:19])[CH:8]=1)=[O:5].[F:33][C:34]1[C:35](I)=[N:36][CH:37]=[CH:38][CH:39]=1.C([O-])([O-])=O.[K+].[K+].O. The catalyst is O1CCOCC1.C1C=CC(P(C2C=CC=CC=2)[C-]2C=CC=C2)=CC=1.C1C=CC(P(C2C=CC=CC=2)[C-]2C=CC=C2)=CC=1.Cl[Pd]Cl.[Fe+2]. The product is [Cl:1][C:2]1[CH:23]=[CH:22][C:21]([C:35]2[C:34]([F:33])=[CH:39][CH:38]=[CH:37][N:36]=2)=[CH:20][C:3]=1[C:4]([NH:6][C:7]1[N:11]([C:12]2[CH:13]=[CH:14][CH:15]=[CH:16][CH:17]=2)[N:10]=[C:9]([C:18]#[N:19])[CH:8]=1)=[O:5]. The yield is 0.480. (2) The reactants are Cl[CH2:2][N:3]1[CH:8]=[CH:7][C:6]([NH:9][C:10](=[O:30])[C:11]2[CH:16]=[CH:15][C:14]([C:17]([F:20])([F:19])[F:18])=[CH:13][C:12]=2[O:21][C:22]2[CH:27]=[CH:26][C:25]([F:28])=[CH:24][C:23]=2[CH3:29])=[CH:5][C:4]1=[O:31].[C:32]([O:36][P:37]([O:44][K])([O:39][C:40]([CH3:43])([CH3:42])[CH3:41])=[O:38])([CH3:35])([CH3:34])[CH3:33]. The catalyst is CN(C)C=O.[I-].C([N+](CCCC)(CCCC)CCCC)CCC.C(OCC)(=O)C. The product is [P:37]([O:44][CH2:2][N:3]1[CH:8]=[CH:7][C:6]([NH:9][C:10](=[O:30])[C:11]2[CH:16]=[CH:15][C:14]([C:17]([F:20])([F:19])[F:18])=[CH:13][C:12]=2[O:21][C:22]2[CH:27]=[CH:26][C:25]([F:28])=[CH:24][C:23]=2[CH3:29])=[CH:5][C:4]1=[O:31])([O:36][C:32]([CH3:35])([CH3:34])[CH3:33])([O:39][C:40]([CH3:42])([CH3:43])[CH3:41])=[O:38]. The yield is 0.450. (3) The reactants are Cl[C:2]1[N:7]=[CH:6][C:5]([S:8]([C:11]2[N:15]([C:16]3[CH:21]=[C:20]([F:22])[CH:19]=[CH:18][C:17]=3[F:23])[N:14]=[C:13]([CH2:24][N:25]([CH3:33])[C:26](=[O:32])[O:27][C:28]([CH3:31])([CH3:30])[CH3:29])[CH:12]=2)(=[O:10])=[O:9])=[CH:4][CH:3]=1.[C:34](=O)([O-])[O-].[K+].[K+].CB(O)O.C1(OC)CCCC1. The catalyst is O1CCCC1. The product is [CH3:34][C:2]1[N:7]=[CH:6][C:5]([S:8]([C:11]2[N:15]([C:16]3[CH:21]=[C:20]([F:22])[CH:19]=[CH:18][C:17]=3[F:23])[N:14]=[C:13]([CH2:24][N:25]([CH3:33])[C:26](=[O:32])[O:27][C:28]([CH3:30])([CH3:29])[CH3:31])[CH:12]=2)(=[O:10])=[O:9])=[CH:4][CH:3]=1. The yield is 0.300. (4) The reactants are [Cl:1][C:2]1[CH:7]=[C:6]([CH3:8])[C:5]([N+:9]([O-:11])=[O:10])=[CH:4][N:3]=1.[CH3:12][N:13]([CH:15]=O)[CH3:14]. No catalyst specified. The product is [Cl:1][C:2]1[CH:7]=[C:6]([CH:8]=[CH:12][N:13]([CH3:15])[CH3:14])[C:5]([N+:9]([O-:11])=[O:10])=[CH:4][N:3]=1. The yield is 0.900. (5) The reactants are [CH:1](=[O:17])[CH2:2][CH2:3][CH2:4][CH2:5][CH2:6][CH2:7][CH2:8][CH2:9][CH2:10]/[CH:11]=[CH:12]\CCCC.[CH3:18][C:19](OC(C)=O)=[O:20].N1C=CC=CC=1.C(O)CCCCCC/C=C\CCC. No catalyst specified. The product is [C:19]([O:17][CH2:1][CH2:2][CH2:3][CH2:4][CH2:5][CH2:6][CH2:7]/[CH:8]=[CH:9]\[CH2:10][CH2:11][CH3:12])(=[O:20])[CH3:18]. The yield is 0.900.